This data is from Ames mutagenicity test results for genotoxicity prediction. The task is: Regression/Classification. Given a drug SMILES string, predict its toxicity properties. Task type varies by dataset: regression for continuous values (e.g., LD50, hERG inhibition percentage) or binary classification for toxic/non-toxic outcomes (e.g., AMES mutagenicity, cardiotoxicity, hepatotoxicity). Dataset: ames. The compound is CC(CC(=O)O)C(=O)O. The result is 0 (non-mutagenic).